From a dataset of Full USPTO retrosynthesis dataset with 1.9M reactions from patents (1976-2016). Predict the reactants needed to synthesize the given product. Given the product [CH2:15]([C:6]1[CH:7]=[C:8]([C:11]([F:12])([F:13])[F:14])[CH:9]=[CH:10][C:5]=1[CH:4]=[O:18])[CH2:16][CH3:17], predict the reactants needed to synthesize it. The reactants are: CON(C)[C:4](=[O:18])[C:5]1[CH:10]=[CH:9][C:8]([C:11]([F:14])([F:13])[F:12])=[CH:7][C:6]=1[CH2:15][CH2:16][CH3:17].[H-].[H-].[H-].[H-].[Li+].[Al+3].C([O-])(=O)C(C(C([O-])=O)O)O.[K+].[Na+].CCOCC.